Dataset: Reaction yield outcomes from USPTO patents with 853,638 reactions. Task: Predict the reaction yield, written as a fraction of the theoretical maximum amount of product (1.0 means a 100% yield; for example, 0.34 means a 34% yield). (1) The reactants are [NH:1]1[C:10](=[O:11])[C:9]2[NH:8][CH:7]=[N:6][C:5]=2[N:4]=[C:2]1[NH2:3].[C:12]1([C:18](Cl)([C:25]2[CH:30]=[CH:29][CH:28]=[CH:27][CH:26]=2)[C:19]2[CH:24]=[CH:23][CH:22]=[CH:21][CH:20]=2)[CH:17]=[CH:16][CH:15]=[CH:14][CH:13]=1. The catalyst is C[Si](N[Si](C)(C)C)(C)C. The product is [C:12]1([C:18]([C:19]2[CH:20]=[CH:21][CH:22]=[CH:23][CH:24]=2)([C:25]2[CH:26]=[CH:27][CH:28]=[CH:29][CH:30]=2)[N:6]2[CH:7]=[N:8][C:9]3[C:10](=[O:11])[NH:1][C:2]([NH2:3])=[N:4][C:5]2=3)[CH:13]=[CH:14][CH:15]=[CH:16][CH:17]=1. The yield is 0.900. (2) The reactants are [NH:1]1[C:11]2[C:6](=[CH:7][CH:8]=[CH:9][CH:10]=2)[C:4](=[O:5])[C:2]1=[O:3].[F:12][CH2:13][CH:14](OS(C1C=CC(C)=CC=1)(=O)=O)[CH3:15].C(=O)([O-])[O-].[K+].[K+]. The catalyst is CN(C)C=O.O. The product is [F:12][CH2:13][CH:14]([N:1]1[C:11]2[C:6](=[CH:7][CH:8]=[CH:9][CH:10]=2)[C:4](=[O:5])[C:2]1=[O:3])[CH3:15]. The yield is 0.630. (3) The reactants are [I:1][C:2]1[N:7]=[N:6][C:5]([NH2:8])=[C:4]([C:9]#[C:10][Si](C)(C)C)[CH:3]=1.[C:15]([O-:18])([O-])=O.[K+].[K+].[CH3:21][OH:22]. No catalyst specified. The product is [CH3:21][O:22][CH:10]([O:18][CH3:15])[CH2:9][C:4]1[CH:3]=[C:2]([I:1])[N:7]=[N:6][C:5]=1[NH2:8]. The yield is 0.740. (4) The reactants are Cl[C:2]1[C:14]2[C:13]3[C:8](=[CH:9][CH:10]=[CH:11][CH:12]=3)[NH:7][C:6]=2[N:5]=[C:4]([NH:15][C:16](=[O:21])[C:17]([CH3:20])([CH3:19])[CH3:18])[N:3]=1.[CH3:22][O:23][C:24]1[CH:31]=[CH:30][C:27]([NH:28][CH3:29])=[CH:26][CH:25]=1. No catalyst specified. The product is [CH3:22][O:23][C:24]1[CH:31]=[CH:30][C:27]([N:28]([CH3:29])[C:2]2[C:14]3[C:13]4[C:8](=[CH:9][CH:10]=[CH:11][CH:12]=4)[NH:7][C:6]=3[N:5]=[C:4]([NH:15][C:16](=[O:21])[C:17]([CH3:20])([CH3:19])[CH3:18])[N:3]=2)=[CH:26][CH:25]=1. The yield is 0.370. (5) The reactants are [NH2:1][C:2]1[C:3]([C:9]([O:11]CC)=O)=[N:4][C:5]([Br:8])=[CH:6][CH:7]=1.[CH2:14]([NH2:16])[CH3:15].C1COCC1. The catalyst is C(O)C. The product is [NH2:1][C:2]1[C:3]([C:9]([NH:16][CH2:14][CH3:15])=[O:11])=[N:4][C:5]([Br:8])=[CH:6][CH:7]=1. The yield is 0.700.